Binary Classification. Given a T-cell receptor sequence (or CDR3 region) and an epitope sequence, predict whether binding occurs between them. From a dataset of TCR-epitope binding with 47,182 pairs between 192 epitopes and 23,139 TCRs. (1) The epitope is VVYRGTTTY. The TCR CDR3 sequence is CASGTTGAGEMNTEAFF. Result: 1 (the TCR binds to the epitope). (2) The epitope is AVFDRKSDAK. The TCR CDR3 sequence is CATSSAEGETQYF. Result: 0 (the TCR does not bind to the epitope). (3) The epitope is VVYRGTTTY. The TCR CDR3 sequence is CAISSAYEQYF. Result: 1 (the TCR binds to the epitope). (4) The epitope is IVTDFSVIK. The TCR CDR3 sequence is CASSPPSQETQYF. Result: 1 (the TCR binds to the epitope). (5) Result: 0 (the TCR does not bind to the epitope). The TCR CDR3 sequence is CASSPGHWPETQYF. The epitope is KAFSPEVIPMF. (6) Result: 0 (the TCR does not bind to the epitope). The epitope is KLVALGINAV. The TCR CDR3 sequence is CASSQEGVNTEAFF.